The task is: Predict the reactants needed to synthesize the given product.. This data is from Full USPTO retrosynthesis dataset with 1.9M reactions from patents (1976-2016). (1) Given the product [CH3:34][C:27]1([CH3:35])[CH2:26][C@H:25]([NH:24][C:22]2[C:21]([C:36]#[N:37])=[CH:20][N:19]=[C:18]([NH:1][C:2]3[C:3]([F:16])=[CH:4][C:5]([OH:15])=[C:6]([N:8]4[C:12](=[O:13])[N:11]([CH3:14])[N:10]=[N:9]4)[CH:7]=3)[N:23]=2)[CH2:33][C@H:32]2[N:28]1[CH2:29][CH2:30][CH2:31]2.[C:38]1([S:44]([OH:47])(=[O:46])=[O:45])[CH:43]=[CH:42][CH:41]=[CH:40][CH:39]=1, predict the reactants needed to synthesize it. The reactants are: [NH2:1][C:2]1[C:3]([F:16])=[CH:4][C:5]([OH:15])=[C:6]([N:8]2[C:12](=[O:13])[N:11]([CH3:14])[N:10]=[N:9]2)[CH:7]=1.Cl[C:18]1[N:23]=[C:22]([NH:24][C@@H:25]2[CH2:33][C@H:32]3[N:28]([CH2:29][CH2:30][CH2:31]3)[C:27]([CH3:35])([CH3:34])[CH2:26]2)[C:21]([C:36]#[N:37])=[CH:20][N:19]=1.[C:38]1([S:44]([OH:47])(=[O:46])=[O:45])[CH:43]=[CH:42][CH:41]=[CH:40][CH:39]=1. (2) The reactants are: [CH:1]1([N:4]([CH2:28][C:29]2[CH:30]=[C:31]([C:40]3[CH:45]=[CH:44][CH:43]=[CH:42][CH:41]=3)[CH:32]=[C:33]([CH2:35][CH2:36][CH2:37][O:38][CH3:39])[CH:34]=2)[C:5]([C@H:7]2[C@H:12]([C:13]3[CH:18]=[CH:17][N:16]([CH3:19])[C:15](=[O:20])[CH:14]=3)[CH2:11][CH2:10][N:9](C(OC(C)(C)C)=O)[CH2:8]2)=[O:6])[CH2:3][CH2:2]1.Cl. Given the product [CH:1]1([N:4]([CH2:28][C:29]2[CH:30]=[C:31]([C:40]3[CH:41]=[CH:42][CH:43]=[CH:44][CH:45]=3)[CH:32]=[C:33]([CH2:35][CH2:36][CH2:37][O:38][CH3:39])[CH:34]=2)[C:5]([C@H:7]2[C@H:12]([C:13]3[CH:18]=[CH:17][N:16]([CH3:19])[C:15](=[O:20])[CH:14]=3)[CH2:11][CH2:10][NH:9][CH2:8]2)=[O:6])[CH2:3][CH2:2]1, predict the reactants needed to synthesize it. (3) Given the product [C:42]([O:46][C:47](=[O:56])[CH2:48][CH2:21][N:18]1[CH:19]=[CH:20][C:16]([NH:15][C:13](=[O:14])[C@@H:12]([C:4]2[CH:5]=[CH:6][C:7]([S:8]([CH3:11])(=[O:10])=[O:9])=[C:2]([Cl:1])[CH:3]=2)[CH2:22][CH:23]2[CH2:24][CH2:25][CH2:26][CH2:27]2)=[N:17]1)([CH3:45])([CH3:44])[CH3:43], predict the reactants needed to synthesize it. The reactants are: [Cl:1][C:2]1[CH:3]=[C:4]([C@@H:12]([CH2:22][CH:23]2[CH2:27][CH2:26][CH2:25][CH2:24]2)[C:13]([NH:15][C:16]2[CH:20]=[CH:19][N:18]([CH3:21])[N:17]=2)=[O:14])[CH:5]=[CH:6][C:7]=1[S:8]([CH3:11])(=[O:10])=[O:9].C(Cl)(=O)C(Cl)=O.N1C(C)=CC=CC=1C.[C:42]([O:46][C:47](=[O:56])[CH:48](N1C=CC(N)=N1)C)([CH3:45])([CH3:44])[CH3:43].